Dataset: Forward reaction prediction with 1.9M reactions from USPTO patents (1976-2016). Task: Predict the product of the given reaction. (1) The product is: [ClH:24].[NH:9]1[CH2:10][CH:7]([C:5]([C:4]2[CH:18]=[CH:19][CH:20]=[CH:21][C:3]=2[C:2]([F:1])([F:22])[F:23])=[O:6])[CH2:8]1. Given the reactants [F:1][C:2]([F:23])([F:22])[C:3]1[CH:21]=[CH:20][CH:19]=[CH:18][C:4]=1[C:5]([CH:7]1[CH2:10][N:9](C(OC(C)(C)C)=O)[CH2:8]1)=[O:6].[ClH:24].O1CCOCC1, predict the reaction product. (2) Given the reactants [Cl:1][C:2]1[S:6][C:5]([S:7]([NH:10][C@H:11]([CH2:15][CH:16]2[CH2:18][CH2:17]2)[C:12]([NH2:14])=[O:13])(=[O:9])=[O:8])=[CH:4][CH:3]=1.[Br:19][C:20]1[CH:27]=[CH:26][C:23]([CH2:24]Br)=[CH:22][C:21]=1[F:28].C([O-])([O-])=O.[Cs+].[Cs+], predict the reaction product. The product is: [Br:19][C:20]1[CH:27]=[CH:26][C:23]([CH2:24][N:10]([C@H:11]([CH2:15][CH:16]2[CH2:17][CH2:18]2)[C:12]([NH2:14])=[O:13])[S:7]([C:5]2[S:6][C:2]([Cl:1])=[CH:3][CH:4]=2)(=[O:8])=[O:9])=[CH:22][C:21]=1[F:28]. (3) Given the reactants [Br:1][C:2]1[CH:3]=[CH:4][C:5]([C:8]2[CH2:12][CH:11]([CH2:13]O)[O:10][N:9]=2)=[N:6][CH:7]=1.BrC1C=CC(C2C[C@H](CO)ON=2)=NC=1.C1(P(C2C=CC=CC=2)C2C=CC=CC=2)C=CC=CC=1.C(Cl)(Cl)(Cl)[Cl:49], predict the reaction product. The product is: [Br:1][C:2]1[CH:3]=[CH:4][C:5]([C:8]2[CH2:12][C@H:11]([CH2:13][Cl:49])[O:10][N:9]=2)=[N:6][CH:7]=1. (4) Given the reactants [CH3:1][O:2][C:3]1[CH:10]=[C:9]([O:11][CH3:12])[CH:8]=[CH:7][C:4]=1[CH:5]=O.[NH2:13][C:14]1[NH:18][N:17]=[CH:16][C:15]=1[C:19]#[N:20].[N:21]#[C-:22].[CH2:23]1[CH2:27][CH2:26][CH2:25][CH2:24]1.Cl(O)(=O)(=O)=O, predict the reaction product. The product is: [CH:23]1([NH:21][C:22]2[N:18]3[N:17]=[CH:16][C:15]([C:19]#[N:20])=[C:14]3[NH:13][C:5]=2[C:4]2[CH:7]=[CH:8][C:9]([O:11][CH3:12])=[CH:10][C:3]=2[O:2][CH3:1])[CH2:27][CH2:26][CH2:25][CH2:24]1. (5) Given the reactants [CH3:1][N:2]1[C:6]([C:7]2[CH:8]=[C:9]([C:12]([OH:14])=O)[S:10][CH:11]=2)=[CH:5][CH:4]=[N:3]1.[NH2:15][C@@H:16]([CH2:29][C:30]1[CH:35]=[CH:34][C:33]([F:36])=[CH:32][C:31]=1[F:37])[CH2:17][N:18]1[C:26](=[O:27])[C:25]2[C:20](=[CH:21][CH:22]=[CH:23][CH:24]=2)[C:19]1=[O:28].FC1C=CC=C(F)C=1C[C@@H](C(O)=O)N.C1CN([P+](Br)(N2CCCC2)N2CCCC2)CC1.F[P-](F)(F)(F)(F)F.CCN(C(C)C)C(C)C, predict the reaction product. The product is: [F:37][C:31]1[CH:32]=[C:33]([F:36])[CH:34]=[CH:35][C:30]=1[CH2:29][C@H:16]([NH:15][C:12]([C:9]1[S:10][CH:11]=[C:7]([C:6]2[N:2]([CH3:1])[N:3]=[CH:4][CH:5]=2)[CH:8]=1)=[O:14])[CH2:17][N:18]1[C:26](=[O:27])[C:25]2[C:20](=[CH:21][CH:22]=[CH:23][CH:24]=2)[C:19]1=[O:28]. (6) Given the reactants CC(C1C=C(C(C)C)C(C2C=CC=CC=2P(C2CCCCC2)C2CCCCC2)=C(C(C)C)C=1)C.Cl[C:36]1[CH:37]=[CH:38][C:39]([CH:42]([CH3:44])[CH3:43])=[N:40][CH:41]=1.[Br-].[N:46]1[CH:51]=[CH:50][CH:49]=[CH:48][C:47]=1[Zn+], predict the reaction product. The product is: [CH:42]([C:39]1[N:40]=[CH:41][C:36]([C:47]2[CH:48]=[CH:49][CH:50]=[CH:51][N:46]=2)=[CH:37][CH:38]=1)([CH3:44])[CH3:43]. (7) Given the reactants [CH3:1][O:2][C:3]1[CH:12]=[C:11]2[C:6]([C:7]([CH:14]3[CH2:19][CH2:18][O:17][CH2:16][CH2:15]3)=[N:8][NH:9][C:10]2=O)=[CH:5][CH:4]=1.P(Cl)(Cl)([Cl:22])=O, predict the reaction product. The product is: [Cl:22][C:10]1[C:11]2[C:6](=[CH:5][CH:4]=[C:3]([O:2][CH3:1])[CH:12]=2)[C:7]([CH:14]2[CH2:19][CH2:18][O:17][CH2:16][CH2:15]2)=[N:8][N:9]=1.